This data is from Full USPTO retrosynthesis dataset with 1.9M reactions from patents (1976-2016). The task is: Predict the reactants needed to synthesize the given product. (1) Given the product [CH:1]1[C:10]2[C:5](=[CH:6][CH:7]=[CH:8][CH:9]=2)[CH:4]=[CH:3][C:2]=1[C:11]([NH:13][C:14]1[CH:15]=[CH:16][C:17]([CH2:18][N:19]2[C:27]3[C:22](=[CH:23][CH:24]=[CH:25][CH:26]=3)[C:21]([CH2:28][C:29]([OH:31])=[O:30])=[N:20]2)=[CH:34][CH:35]=1)=[O:12], predict the reactants needed to synthesize it. The reactants are: [CH:1]1[C:10]2[C:5](=[CH:6][CH:7]=[CH:8][CH:9]=2)[CH:4]=[CH:3][C:2]=1[C:11]([NH:13][C:14]1[CH:35]=[CH:34][C:17]([CH2:18][N:19]2[C:27]3[C:22](=[CH:23][CH:24]=[CH:25][CH:26]=3)[C:21]([CH2:28][C:29]([O:31]CC)=[O:30])=[N:20]2)=[CH:16][CH:15]=1)=[O:12].O.[OH-].[Li+].O.Cl. (2) The reactants are: [F:1][C:2]([F:31])([F:30])[C:3]1[C:11]([O:12][C@H:13]2[CH2:18][CH2:17][CH2:16][C@H:15]([N:19]3C(=O)C4C(=CC=CC=4)C3=O)[CH2:14]2)=[CH:10][CH:9]=[C:8]2[C:4]=1[CH:5]=[N:6][NH:7]2.CN.CO. Given the product [F:30][C:2]([F:1])([F:31])[C:3]1[C:11]([O:12][C@H:13]2[CH2:18][CH2:17][CH2:16][C@H:15]([NH2:19])[CH2:14]2)=[CH:10][CH:9]=[C:8]2[C:4]=1[CH:5]=[N:6][NH:7]2, predict the reactants needed to synthesize it. (3) Given the product [OH:36][CH2:35][C:34]([N:2]([CH3:1])[C@H:3]([CH3:33])[CH2:4][O:5][C:6]1[CH:15]=[CH:14][CH:13]=[C:12]2[C:7]=1[C:8]([NH:16][C:17]1[CH:18]=[C:19]3[C:23](=[CH:24][CH:25]=1)[N:22]([CH2:26][C:27]1[CH:32]=[CH:31][CH:30]=[CH:29][N:28]=1)[N:21]=[CH:20]3)=[N:9][CH:10]=[N:11]2)=[O:38], predict the reactants needed to synthesize it. The reactants are: [CH3:1][NH:2][C@H:3]([CH3:33])[CH2:4][O:5][C:6]1[CH:15]=[CH:14][CH:13]=[C:12]2[C:7]=1[C:8]([NH:16][C:17]1[CH:18]=[C:19]3[C:23](=[CH:24][CH:25]=1)[N:22]([CH2:26][C:27]1[CH:32]=[CH:31][CH:30]=[CH:29][N:28]=1)[N:21]=[CH:20]3)=[N:9][CH:10]=[N:11]2.[C:34]([OH:38])(=O)[CH2:35][OH:36].C(N(C(C)C)CC)(C)C.CN(C(ON1N=NC2C=CC=NC1=2)=[N+](C)C)C.F[P-](F)(F)(F)(F)F. (4) Given the product [Cl:24][C:21]1[N:20]=[C:19]([C:25](=[O:27])[CH3:26])[C:18]([OH:17])=[CH:23][CH:22]=1, predict the reactants needed to synthesize it. The reactants are: [Cl-].[Al+3].[Cl-].[Cl-].[Cl-].C[NH+](C)C.C([O:17][C:18]1[C:19]([C:25](=[O:27])[CH3:26])=[N:20][C:21]([Cl:24])=[CH:22][CH:23]=1)C1C=CC=CC=1. (5) Given the product [CH:35]1([C:16]2[N:15]=[C:14]3[C:19]([N:20]([CH2:23][C:24]4[C:32]5[C:27](=[CH:28][CH:29]=[CH:30][C:31]=5[CH3:33])[N:26]([CH3:34])[CH:25]=4)[C:21](=[O:22])[N:13]3[C@@H:6]([C:7]3[CH:12]=[CH:11][CH:10]=[CH:9][CH:8]=3)[CH2:5][C:4]([OH:38])=[O:3])=[CH:18][N:17]=2)[CH2:36][CH2:37]1, predict the reactants needed to synthesize it. The reactants are: C([O:3][C:4](=[O:38])[CH2:5][C@@H:6]([N:13]1[C:21](=[O:22])[N:20]([CH2:23][C:24]2[C:32]3[C:27](=[CH:28][CH:29]=[CH:30][C:31]=3[CH3:33])[N:26]([CH3:34])[CH:25]=2)[C:19]2[C:14]1=[N:15][C:16]([CH:35]1[CH2:37][CH2:36]1)=[N:17][CH:18]=2)[C:7]1[CH:12]=[CH:11][CH:10]=[CH:9][CH:8]=1)C.[Li+].[OH-].Cl. (6) Given the product [F:1][C:2]1[CH:11]=[C:10]2[C:5]([CH2:6][CH2:7][CH2:8][N:9]2[C:13]2[C:14](=[O:27])[NH:15][C:16]3[C:21]([N:22]=2)=[CH:20][C:19]([C:23]([O:25][CH3:26])=[O:24])=[CH:18][CH:17]=3)=[CH:4][CH:3]=1, predict the reactants needed to synthesize it. The reactants are: [F:1][C:2]1[CH:11]=[C:10]2[C:5]([CH2:6][CH2:7][CH2:8][NH:9]2)=[CH:4][CH:3]=1.Cl[C:13]1[C:14](=[O:27])[NH:15][C:16]2[C:21]([N:22]=1)=[CH:20][C:19]([C:23]([O:25][CH3:26])=[O:24])=[CH:18][CH:17]=2.